This data is from NCI-60 drug combinations with 297,098 pairs across 59 cell lines. The task is: Regression. Given two drug SMILES strings and cell line genomic features, predict the synergy score measuring deviation from expected non-interaction effect. (1) Drug 1: CC(C1=C(C=CC(=C1Cl)F)Cl)OC2=C(N=CC(=C2)C3=CN(N=C3)C4CCNCC4)N. Drug 2: CC12CCC3C(C1CCC2OP(=O)(O)O)CCC4=C3C=CC(=C4)OC(=O)N(CCCl)CCCl.[Na+]. Cell line: SN12C. Synergy scores: CSS=0.923, Synergy_ZIP=-3.97, Synergy_Bliss=-8.11, Synergy_Loewe=-7.06, Synergy_HSA=-6.42. (2) Drug 1: CC1OCC2C(O1)C(C(C(O2)OC3C4COC(=O)C4C(C5=CC6=C(C=C35)OCO6)C7=CC(=C(C(=C7)OC)O)OC)O)O. Drug 2: C1C(C(OC1N2C=NC(=NC2=O)N)CO)O. Cell line: HT29. Synergy scores: CSS=25.8, Synergy_ZIP=-6.46, Synergy_Bliss=-0.336, Synergy_Loewe=3.56, Synergy_HSA=4.52.